Dataset: Forward reaction prediction with 1.9M reactions from USPTO patents (1976-2016). Task: Predict the product of the given reaction. The product is: [NH:16]1[CH2:17][CH2:18][CH:13]([N:10]2[CH2:9][CH2:8][CH:7]([N:6]3[C@H:5]4[CH2:26][CH2:27][CH2:28][CH2:29][C@@H:4]4[NH:3][C:2]3=[O:1])[CH2:12][CH2:11]2)[CH2:14][CH2:15]1. Given the reactants [O:1]=[C:2]1[N:6]([CH:7]2[CH2:12][CH2:11][N:10]([CH:13]3[CH2:18][CH2:17][N:16](C(OC(C)(C)C)=O)[CH2:15][CH2:14]3)[CH2:9][CH2:8]2)[CH:5]2[CH2:26][CH2:27][CH2:28][CH2:29][CH:4]2[NH:3]1, predict the reaction product.